This data is from Reaction yield outcomes from USPTO patents with 853,638 reactions. The task is: Predict the reaction yield, written as a fraction of the theoretical maximum amount of product (1.0 means a 100% yield; for example, 0.34 means a 34% yield). The reactants are F[C:2]1[CH:3]=[C:4]([CH:9]=[CH:10][C:11]=1C#CCOC)[C:5]([O:7]C)=[O:6].[CH2:17]1C[O:20][CH2:19][CH2:18]1.[OH-:22].[Na+].[CH3:24]O. No catalyst specified. The product is [OH:20][CH2:19][CH2:18][CH2:17][O:22][C:11]1[CH:10]=[CH:9][C:4]([C:5]([OH:7])=[O:6])=[CH:3][C:2]=1[CH3:24]. The yield is 0.850.